This data is from Peptide-MHC class I binding affinity with 185,985 pairs from IEDB/IMGT. The task is: Regression. Given a peptide amino acid sequence and an MHC pseudo amino acid sequence, predict their binding affinity value. This is MHC class I binding data. The peptide sequence is LKFSLPFPFLYKFLL. The MHC is HLA-A03:01 with pseudo-sequence HLA-A03:01. The binding affinity (normalized) is 0.317.